The task is: Predict the reaction yield, written as a fraction of the theoretical maximum amount of product (1.0 means a 100% yield; for example, 0.34 means a 34% yield).. This data is from Reaction yield outcomes from USPTO patents with 853,638 reactions. (1) The reactants are [NH2:1][C:2]1[CH:28]=[CH:27][C:5]([CH2:6][C@H:7]2[CH2:11][CH2:10][C@H:9]([C@H:12]([OH:19])[C:13]3[CH:18]=[CH:17][CH:16]=[CH:15][CH:14]=3)[N:8]2[C:20]([O:22][C:23]([CH3:26])([CH3:25])[CH3:24])=[O:21])=[CH:4][C:3]=1[Br:29].[NH2:30][C:31]1[S:32][CH:33]=[C:34]([CH2:36][C:37](O)=[O:38])[N:35]=1.C1C=CC2N(O)N=NC=2C=1.CCN(C(C)C)C(C)C. The catalyst is CN(C=O)C.C(Cl)CCl. The product is [NH2:30][C:31]1[S:32][CH:33]=[C:34]([CH2:36][C:37]([NH:1][C:2]2[CH:28]=[CH:27][C:5]([CH2:6][C@H:7]3[CH2:11][CH2:10][C@H:9]([C@H:12]([OH:19])[C:13]4[CH:18]=[CH:17][CH:16]=[CH:15][CH:14]=4)[N:8]3[C:20]([O:22][C:23]([CH3:24])([CH3:25])[CH3:26])=[O:21])=[CH:4][C:3]=2[Br:29])=[O:38])[N:35]=1. The yield is 0.810. (2) The reactants are [CH3:1][C:2]([Si:5]([CH3:25])([CH3:24])[O:6][C@@H:7]1[C@@H:11]([CH2:12][Si:13]([CH3:21])([CH3:20])[C:14]2[CH:19]=[CH:18][CH:17]=[CH:16][CH:15]=2)[C:10]([CH2:22][OH:23])=[CH:9][CH2:8]1)([CH3:4])[CH3:3].C(O[O-])(=O)C1C(=CC=CC=1)C([O-])=[O:30].[Mg+2]. The catalyst is CO.C(OCC)(=O)C. The product is [CH3:4][C:2]([Si:5]([CH3:25])([CH3:24])[O:6][C@H:7]1[CH2:8][C@@H:9]2[C@@:10]([CH2:22][OH:23])([O:30]2)[C@@H:11]1[CH2:12][Si:13]([CH3:21])([CH3:20])[C:14]1[CH:15]=[CH:16][CH:17]=[CH:18][CH:19]=1)([CH3:1])[CH3:3]. The yield is 0.920. (3) The reactants are [NH:1]([C:3]1[CH:12]=[C:11]2[C:6]([CH2:7][CH2:8][NH:9][C:10]2=[O:13])=[CH:5][CH:4]=1)[NH2:2].[CH3:14][C:15]([CH3:22])([CH3:21])[C:16](=O)[CH2:17][C:18]#[N:19].[ClH:23]. The catalyst is C(O)C. The product is [ClH:23].[NH2:19][C:18]1[N:1]([C:3]2[CH:12]=[C:11]3[C:6]([CH2:7][CH2:8][NH:9][C:10]3=[O:13])=[CH:5][CH:4]=2)[N:2]=[C:16]([C:15]([CH3:22])([CH3:21])[CH3:14])[CH:17]=1. The yield is 0.960. (4) The reactants are C([Li])CCC.[Cl:6][C:7]1[C:8]([C:27]2[CH:28]=[C:29]([NH:33][C:34](=[O:37])[CH:35]=[CH2:36])[CH:30]=[CH:31][CH:32]=2)=[N:9][C:10]([NH:13][C:14]2[CH:19]=[CH:18][C:17]([N:20]3[CH2:25][CH2:24][O:23][CH2:22][CH2:21]3)=[C:16]([OH:26])[CH:15]=2)=[N:11][CH:12]=1.[P:38](Cl)(=[O:47])([O:43][CH:44]([CH3:46])[CH3:45])[O:39][CH:40]([CH3:42])[CH3:41]. The catalyst is C1COCC1. The product is [P:38]([O:43][CH:44]([CH3:46])[CH3:45])([O:39][CH:40]([CH3:42])[CH3:41])([O:26][C:16]1[CH:15]=[C:14]([NH:13][C:10]2[N:9]=[C:8]([C:27]3[CH:32]=[CH:31][CH:30]=[C:29]([NH:33][C:34](=[O:37])[CH:35]=[CH2:36])[CH:28]=3)[C:7]([Cl:6])=[CH:12][N:11]=2)[CH:19]=[CH:18][C:17]=1[N:20]1[CH2:25][CH2:24][O:23][CH2:22][CH2:21]1)=[O:47]. The yield is 0.352. (5) The reactants are [Cl:1][C:2]1[CH:3]=[CH:4][C:5]2[C:11]3[N:12]=[C:13](I)[N:14]=[CH:15][C:10]=3[CH2:9][N:8]=[C:7]([C:17]3[C:22]([F:23])=[CH:21][CH:20]=[CH:19][C:18]=3[F:24])[C:6]=2[CH:25]=1.[NH2:26][C:27]1[O:28][C:29]([C:32]([O:34][CH2:35][CH3:36])=[O:33])=[CH:30][N:31]=1.CC1(C)C2C(=C(P(C3C=CC=CC=3)C3C=CC=CC=3)C=CC=2)OC2C(P(C3C=CC=CC=3)C3C=CC=CC=3)=CC=CC1=2.[O-]P([O-])([O-])=O.[K+].[K+].[K+]. The catalyst is C1C=CC(/C=C/C(/C=C/C2C=CC=CC=2)=O)=CC=1.C1C=CC(/C=C/C(/C=C/C2C=CC=CC=2)=O)=CC=1.C1C=CC(/C=C/C(/C=C/C2C=CC=CC=2)=O)=CC=1.[Pd].[Pd]. The product is [CH2:35]([O:34][C:32]([C:29]1[O:28][C:27]([NH:26][C:13]2[N:14]=[CH:15][C:10]3[CH2:9][N:8]=[C:7]([C:17]4[C:22]([F:23])=[CH:21][CH:20]=[CH:19][C:18]=4[F:24])[C:6]4[CH:25]=[C:2]([Cl:1])[CH:3]=[CH:4][C:5]=4[C:11]=3[N:12]=2)=[N:31][CH:30]=1)=[O:33])[CH3:36]. The yield is 0.480. (6) The yield is 0.349. The product is [N+:19]([C:17]1[CH:18]=[C:13]([N+:10]([O-:12])=[O:11])[CH:14]=[C:15]([C:22]([F:23])([F:24])[F:25])[C:16]=1[O:3][C:4]1[CH:8]=[C:7]([CH3:9])[NH:6][N:5]=1)([O-:21])=[O:20]. The reactants are [H-].[Na+].[OH:3][C:4]1[CH:8]=[C:7]([CH3:9])[NH:6][N:5]=1.[N+:10]([C:13]1[C:14](F)=[C:15]([C:22]([F:25])([F:24])[F:23])[CH:16]=[C:17]([N+:19]([O-:21])=[O:20])[CH:18]=1)([O-:12])=[O:11].Cl. The catalyst is CN(C=O)C. (7) The reactants are [CH3:1][CH2:2][O:3][C:4](/[C:6](/Cl)=[N:7]\[OH:8])=[O:5].[CH2:10]([OH:13])[C:11]#[CH:12].C([O-])([O-])=O.[K+].[K+]. The catalyst is C(Cl)(Cl)Cl. The product is [OH:13][CH2:10][C:11]1[O:8][N:7]=[C:6]([C:4]([O:3][CH2:2][CH3:1])=[O:5])[CH:12]=1. The yield is 0.290. (8) The reactants are [OH:1][C:2]1[CH:7]=[C:6]([C:8]([F:11])([F:10])[F:9])[CH:5]=[CH:4][N:3]=1.[CH2:12]([NH:19][C:20]([C:22]1[S:26][C:25](Br)=[N:24][C:23]=1[CH3:28])=[O:21])[C:13]1[CH:18]=[CH:17][CH:16]=[CH:15][CH:14]=1. No catalyst specified. The product is [CH2:12]([NH:19][C:20]([C:22]1[S:26][C:25]([N:3]2[CH:4]=[CH:5][C:6]([C:8]([F:9])([F:11])[F:10])=[CH:7][C:2]2=[O:1])=[N:24][C:23]=1[CH3:28])=[O:21])[C:13]1[CH:14]=[CH:15][CH:16]=[CH:17][CH:18]=1. The yield is 0.0900. (9) The reactants are Cl[C:2]1[C:3]2[N:4]([N:8]=[N:9][N:10]=2)[CH:5]=[CH:6][N:7]=1.[CH3:11][N:12]1[CH2:17][CH2:16][NH:15][CH2:14][CH2:13]1.O=[Si]=O.[OH-].[Na+]. The catalyst is C(Cl)Cl.O. The product is [CH3:11][N:12]1[CH2:17][CH2:16][N:15]([C:2]2[C:3]3[N:4]([N:8]=[N:9][N:10]=3)[CH:5]=[CH:6][N:7]=2)[CH2:14][CH2:13]1. The yield is 0.810. (10) The reactants are [Cl:1][C:2]1[CH:22]=[C:21]([C:23]([F:26])([F:25])[F:24])[CH:20]=[CH:19][C:3]=1[CH2:4][N:5]1[C:9](/[CH:10]=[CH:11]/[C:12]([OH:14])=O)=[CH:8][C:7]([O:15][CH:16]([CH3:18])[CH3:17])=[N:6]1.[CH2:27]([S:32]([NH2:35])(=[O:34])=[O:33])[CH2:28][CH2:29][CH2:30][CH3:31].N12CCCN=C1CCCCC2. The catalyst is CN(C)C=O. The product is [Cl:1][C:2]1[CH:22]=[C:21]([C:23]([F:26])([F:25])[F:24])[CH:20]=[CH:19][C:3]=1[CH2:4][N:5]1[C:9](/[CH:10]=[CH:11]/[C:12]([NH:35][S:32]([CH2:27][CH2:28][CH2:29][CH2:30][CH3:31])(=[O:34])=[O:33])=[O:14])=[CH:8][C:7]([O:15][CH:16]([CH3:18])[CH3:17])=[N:6]1. The yield is 0.440.